From a dataset of Tyrosyl-DNA phosphodiesterase HTS with 341,365 compounds. Binary Classification. Given a drug SMILES string, predict its activity (active/inactive) in a high-throughput screening assay against a specified biological target. (1) The compound is s1c2nc3n(CCC3)c(=O)c2c(c1C(O)=O)C. The result is 1 (active). (2) The drug is O=c1n(nc(c(N2CCCCC2)c1)c1ccccc1)C. The result is 0 (inactive). (3) The drug is S(=O)(=O)(N1CCN(CC1)c1c(F)cccc1)c1c2c(c(=O)n(c1)CC(=O)Nc1cc(ccc1)C(F)(F)F)cccc2. The result is 0 (inactive). (4) The drug is O1C(CC(CC1)(CC(=O)N1CCOCC1)c1c(OC)cccc1)C(C)C. The result is 0 (inactive). (5) The molecule is O(CC(=O)Nc1cc(OC)ccc1)c1c(nccc1)[N+]([O-])=O. The result is 0 (inactive). (6) The molecule is OC(C1CCN(CC1)CCCC(O)c1ccc(C(C)(C)C(O)=O)cc1)(c1ccccc1)c1ccccc1. The result is 0 (inactive).